From a dataset of Forward reaction prediction with 1.9M reactions from USPTO patents (1976-2016). Predict the product of the given reaction. (1) Given the reactants C(OC(C)C)(C)C.[NH2:8][C@H:9]([C:14]([OH:16])=[O:15])[C:10]([CH3:13])([CH3:12])[CH3:11], predict the reaction product. The product is: [NH2:8][C@@H:9]([C:14]([OH:16])=[O:15])[C:10]([CH3:13])([CH3:12])[CH3:11]. (2) Given the reactants COC1C=C(OC)C=CC=1C[N:6]([CH2:15][C:16]1[CH:21]=[CH:20][N:19]=[C:18]2[NH:22][C:23]([C:25]3[C:33]4[C:28](=[CH:29][C:30]([O:36][CH3:37])=[C:31]([O:34][CH3:35])[CH:32]=4)[N:27]([CH3:38])[CH:26]=3)=[CH:24][C:17]=12)[S:7]([C:10]1[S:11][CH:12]=[CH:13][CH:14]=1)(=[O:9])=[O:8].C1(C)C=CC(S(O)(=O)=O)=CC=1, predict the reaction product. The product is: [CH3:35][O:34][C:31]1[CH:32]=[C:33]2[C:28](=[CH:29][C:30]=1[O:36][CH3:37])[N:27]([CH3:38])[CH:26]=[C:25]2[C:23]1[NH:22][C:18]2=[N:19][CH:20]=[CH:21][C:16]([CH2:15][NH:6][S:7]([C:10]3[S:11][CH:12]=[CH:13][CH:14]=3)(=[O:9])=[O:8])=[C:17]2[CH:24]=1. (3) Given the reactants [Cl:1][C:2]1[CH:3]=[CH:4][C:5]([C:24]#[N:25])=[C:6]([C:8]2[CH:13]=[CH:12][N:11]([CH:14]([CH3:22])[C:15]([O:17]C(C)(C)C)=[O:16])[C:10](=[O:23])[CH:9]=2)[CH:7]=1.C(O)(C(F)(F)F)=O, predict the reaction product. The product is: [Cl:1][C:2]1[CH:3]=[CH:4][C:5]([C:24]#[N:25])=[C:6]([C:8]2[CH:13]=[CH:12][N:11]([CH:14]([CH3:22])[C:15]([OH:17])=[O:16])[C:10](=[O:23])[CH:9]=2)[CH:7]=1. (4) Given the reactants C(O)(C(F)(F)F)=O.[F:8][C:9]1[CH:14]=[CH:13][C:12]([N:15]2[CH2:20][CH2:19][N:18]([S:21]([CH:24]=[CH:25][CH2:26][NH:27]C(OC(C)(C)C)=O)(=[O:23])=[O:22])[CH2:17][CH2:16]2)=[CH:11][CH:10]=1, predict the reaction product. The product is: [F:8][C:9]1[CH:10]=[CH:11][C:12]([N:15]2[CH2:20][CH2:19][N:18]([S:21]([CH:24]=[CH:25][CH2:26][NH2:27])(=[O:23])=[O:22])[CH2:17][CH2:16]2)=[CH:13][CH:14]=1. (5) Given the reactants [C:1]([O:5][C:6](=[O:52])[NH:7][CH2:8][C:9]1[CH:14]=[CH:13][C:12]([C:15](=[O:51])[NH:16][C:17]2[CH:22]=[CH:21][C:20]([NH:23][C:24]3[N:29]4[N:30]=[CH:31][CH:32]=[C:28]4[CH:27]=[C:26]([C:33]4[CH:42]=[CH:41][C:40]5[C:35](=[CH:36][CH:37]=[C:38]([O:43]CC6C=CC=CC=6)[CH:39]=5)[CH:34]=4)[N:25]=3)=[CH:19][CH:18]=2)=[CH:11][CH:10]=1)([CH3:4])([CH3:3])[CH3:2], predict the reaction product. The product is: [C:1]([O:5][C:6](=[O:52])[NH:7][CH2:8][C:9]1[CH:10]=[CH:11][C:12]([C:15](=[O:51])[NH:16][C:17]2[CH:22]=[CH:21][C:20]([NH:23][C:24]3[N:29]4[N:30]=[CH:31][CH:32]=[C:28]4[CH:27]=[C:26]([C:33]4[CH:42]=[CH:41][C:40]5[C:35](=[CH:36][CH:37]=[C:38]([OH:43])[CH:39]=5)[CH:34]=4)[N:25]=3)=[CH:19][CH:18]=2)=[CH:13][CH:14]=1)([CH3:4])([CH3:2])[CH3:3]. (6) Given the reactants [C:1]([O:5][C:6]([N:8]1[CH2:14][CH2:13][C:12]2[CH:15]=[CH:16][O:17][C:11]=2[CH2:10][CH2:9]1)=[O:7])([CH3:4])([CH3:3])[CH3:2].[Br:18]N1C(=O)CCC1=O.C([O-])(O)=O.[Na+], predict the reaction product. The product is: [C:1]([O:5][C:6]([N:8]1[CH2:14][CH2:13][C:12]2[CH:15]=[C:16]([Br:18])[O:17][C:11]=2[CH2:10][CH2:9]1)=[O:7])([CH3:4])([CH3:2])[CH3:3]. (7) Given the reactants [Br:1][CH2:2][C:3]([C:5]1[CH:10]=[CH:9][C:8]([Br:11])=[CH:7][CH:6]=1)=O.[NH2:12][C:13]1[N:18]=[CH:17][C:16]([C:19]#[N:20])=[CH:15][CH:14]=1, predict the reaction product. The product is: [BrH:1].[Br:11][C:8]1[CH:9]=[CH:10][C:5]([C:3]2[N:12]=[C:13]3[CH:14]=[CH:15][C:16]([C:19]#[N:20])=[CH:17][N:18]3[CH:2]=2)=[CH:6][CH:7]=1. (8) Given the reactants O[C@@H:2]1[CH2:6][CH2:5][CH2:4][C@H:3]1[NH:7][C:8]1[N:13]([CH3:14])[C:12](=[O:15])[CH:11]=[CH:10][N:9]=1.C1(P(C2C=CC=CC=2)C2C=CC=CC=2)C=CC=CC=1.N(C(OCC)=O)=NC(OCC)=O, predict the reaction product. The product is: [CH3:14][N:13]1[C:12](=[O:15])[CH:11]=[CH:10][N:9]2[C:8]1=[N:7][C@@H:3]1[CH2:4][CH2:5][CH2:6][C@@H:2]12. (9) Given the reactants Br[C:2]1[CH:3]=[C:4]([CH:7]=[CH:8][CH:9]=1)C#N.[CH3:10][O:11][C:12]1[CH:17]=[CH:16][C:15]([C:18]2[CH:23]=[CH:22][N:21]=[CH:20][CH:19]=2)=[CH:14][C:13]=1B(O)O.C1(C)C=CC=CC=1P(C1C=CC=CC=1C)C1C=CC=CC=1C.C(=O)([O-])[O-].[Na+].[Na+], predict the reaction product. The product is: [CH3:10][O:11][C:12]1[CH:17]=[CH:16][C:15]([C:18]2[CH:23]=[CH:22][N:21]=[CH:20][CH:19]=2)=[CH:14][C:13]=1[C:2]1[CH:3]=[CH:4][CH:7]=[CH:8][CH:9]=1.